Predict the product of the given reaction. From a dataset of Forward reaction prediction with 1.9M reactions from USPTO patents (1976-2016). Given the reactants Br[C:2]1[CH:7]=[C:6]([F:8])[CH:5]=[CH:4][C:3]=1[CH3:9].[Li]CCCC.CCCCCC.CON(C)[C:24]([C@@H:26]1[CH2:31][CH2:30][CH2:29][N:28]([C:32]([O:34][C:35]([CH3:38])([CH3:37])[CH3:36])=[O:33])[CH2:27]1)=[O:25], predict the reaction product. The product is: [F:8][C:6]1[CH:5]=[CH:4][C:3]([CH3:9])=[C:2]([CH:7]=1)[C:24]([C@@H:26]1[CH2:31][CH2:30][CH2:29][N:28]([C:32]([O:34][C:35]([CH3:38])([CH3:37])[CH3:36])=[O:33])[CH2:27]1)=[O:25].